Dataset: Full USPTO retrosynthesis dataset with 1.9M reactions from patents (1976-2016). Task: Predict the reactants needed to synthesize the given product. (1) Given the product [C:22]([C:25]1[CH:29]=[C:28]([C:30]([NH:1][CH2:2][C@@H:3]([N:5]2[CH:9]=[CH:8][C:7]([C:10]3[CH:17]=[CH:16][C:13]([C:14]#[N:15])=[C:12]([C:18]([F:20])([F:21])[F:19])[CH:11]=3)=[N:6]2)[CH3:4])=[O:31])[NH:27][N:26]=1)(=[O:24])[CH3:23], predict the reactants needed to synthesize it. The reactants are: [NH2:1][CH2:2][C@@H:3]([N:5]1[CH:9]=[CH:8][C:7]([C:10]2[CH:17]=[CH:16][C:13]([C:14]#[N:15])=[C:12]([C:18]([F:21])([F:20])[F:19])[CH:11]=2)=[N:6]1)[CH3:4].[C:22]([C:25]1[CH:29]=[C:28]([C:30](O)=[O:31])[NH:27][N:26]=1)(=[O:24])[CH3:23].C1C=CC2N(O)N=NC=2C=1.CCN(C(C)C)C(C)C.CCN=C=NCCCN(C)C. (2) Given the product [C:15]1([S:12]([C:8]2[CH:9]=[N:10][C:11]3[C:6]([CH:7]=2)=[CH:5][CH:4]=[CH:3][C:2]=3[N:47]2[CH2:51][CH2:50][C@H:49]3[CH2:52][N:53]([C:55]([O:57][CH2:58][CH3:59])=[O:56])[CH2:54][C@@H:48]23)(=[O:14])=[O:13])[CH:20]=[CH:19][CH:18]=[CH:17][CH:16]=1, predict the reactants needed to synthesize it. The reactants are: F[C:2]1[CH:3]=[CH:4][CH:5]=[C:6]2[C:11]=1[N:10]=[CH:9][C:8]([S:12]([C:15]1[CH:20]=[CH:19][CH:18]=[CH:17][CH:16]=1)(=[O:14])=[O:13])=[CH:7]2.C(O[C@H]([C@@H](OC(=O)C1C=CC=CC=1)C(O)=O)C(O)=O)(=O)C1C=CC=CC=1.[NH:47]1[CH2:51][CH2:50][C@H:49]2[CH2:52][N:53]([C:55]([O:57][CH2:58][CH3:59])=[O:56])[CH2:54][C@@H:48]12.C([O-])([O-])=O.[K+].[K+]. (3) Given the product [C:35]([C:37]1[CH:42]=[CH:41][C:40]([C:14]2[CH:15]=[C:10]([CH:5]([CH2:6][CH:7]([CH3:9])[CH3:8])[C:4]([OH:34])=[O:3])[CH:11]=[C:12]([C:24]3[CH:25]=[CH:26][C:27]([C:30]([F:31])([F:32])[F:33])=[CH:28][CH:29]=3)[CH:13]=2)=[CH:39][C:38]=1[F:46])#[N:36], predict the reactants needed to synthesize it. The reactants are: C([O:3][C:4](=[O:34])[CH:5]([C:10]1[CH:11]=[C:12]([C:24]2[CH:29]=[CH:28][C:27]([C:30]([F:33])([F:32])[F:31])=[CH:26][CH:25]=2)[CH:13]=[C:14](OS(C(F)(F)F)(=O)=O)[CH:15]=1)[CH2:6][CH:7]([CH3:9])[CH3:8])C.[C:35]([C:37]1[CH:42]=[CH:41][C:40](B(O)O)=[CH:39][C:38]=1[F:46])#[N:36]. (4) Given the product [C:29]([O:32][C:33](=[O:34])[NH:17][C:15]1[S:16][C:12]2[CH:11]=[C:10]([CH2:18][C:19]3[CH:24]=[CH:23][C:22]([N+:25]([O-:27])=[O:26])=[CH:21][CH:20]=3)[CH:9]=[C:8]([C:4]3[CH:5]=[CH:6][CH:7]=[C:2]([Cl:1])[CH:3]=3)[C:13]=2[N:14]=1)([CH3:31])([CH3:30])[CH3:28], predict the reactants needed to synthesize it. The reactants are: [Cl:1][C:2]1[CH:3]=[C:4]([C:8]2[C:13]3[N:14]=[C:15]([NH2:17])[S:16][C:12]=3[CH:11]=[C:10]([CH2:18][C:19]3[CH:24]=[CH:23][C:22]([N+:25]([O-:27])=[O:26])=[CH:21][CH:20]=3)[CH:9]=2)[CH:5]=[CH:6][CH:7]=1.[CH3:28][C:29]([O:32][C:33](O[C:33]([O:32][C:29]([CH3:31])([CH3:30])[CH3:28])=[O:34])=[O:34])([CH3:31])[CH3:30]. (5) Given the product [Cl:26][C:11]1[CH:12]=[C:13]2[C:8](=[CH:9][CH:10]=1)[N:7]=[C:6]([CH:27]([CH3:28])[CH3:29])[C:5]([C:3]([OH:4])=[O:2])=[C:14]2[C:15]1[CH:20]=[CH:19][CH:18]=[C:17]([O:21][C:22]([F:24])([F:23])[F:25])[CH:16]=1, predict the reactants needed to synthesize it. The reactants are: C[O:2][C:3]([C:5]1[C:6]([CH:27]([CH3:29])[CH3:28])=[N:7][C:8]2[C:13]([C:14]=1[C:15]1[CH:20]=[CH:19][CH:18]=[C:17]([O:21][C:22]([F:25])([F:24])[F:23])[CH:16]=1)=[CH:12][C:11]([Cl:26])=[CH:10][CH:9]=2)=[O:4].[I-].[Li+].C(O)(=O)CC(CC(O)=O)(C(O)=O)O. (6) The reactants are: [F:1][C:2]1[CH:3]=[C:4]([CH:8]=[CH:9][C:10]=1[C:11]1[N:15]([CH3:16])[N:14]=[CH:13][CH:12]=1)[C:5]([OH:7])=O.C1CN([P+](Br)(N2CCCC2)N2CCCC2)CC1.F[P-](F)(F)(F)(F)F.C(N(C(C)C)CC)(C)C.Cl.[NH2:51][C@@H:52]([CH2:65][C:66]1[CH:71]=[CH:70][CH:69]=[CH:68][C:67]=1[C:72]([F:75])([F:74])[F:73])[CH2:53][N:54]1[C:62](=[O:63])[C:61]2[C:56](=[CH:57][CH:58]=[CH:59][CH:60]=2)[C:55]1=[O:64]. Given the product [O:63]=[C:62]1[C:61]2[C:56](=[CH:57][CH:58]=[CH:59][CH:60]=2)[C:55](=[O:64])[N:54]1[CH2:53][C@@H:52]([NH:51][C:5](=[O:7])[C:4]1[CH:8]=[CH:9][C:10]([C:11]2[N:15]([CH3:16])[N:14]=[CH:13][CH:12]=2)=[C:2]([F:1])[CH:3]=1)[CH2:65][C:66]1[CH:71]=[CH:70][CH:69]=[CH:68][C:67]=1[C:72]([F:74])([F:73])[F:75], predict the reactants needed to synthesize it.